From a dataset of Forward reaction prediction with 1.9M reactions from USPTO patents (1976-2016). Predict the product of the given reaction. (1) Given the reactants C(N(C(C)C)CC)(C)C.[CH3:10][O:11][CH2:12][C:13](Cl)=[O:14].[C:16]1([S:22]([N:25]2[C:29]3=[N:30][CH:31]=[C:32]([NH:41][C:42](=[O:50])[CH2:43][C:44]4[C:45]([CH3:49])=[N:46][O:47][CH:48]=4)[C:33]([NH:34][CH:35]4[CH2:40][CH2:39][NH:38][CH2:37][CH2:36]4)=[C:28]3[CH:27]=[CH:26]2)(=[O:24])=[O:23])[CH:21]=[CH:20][CH:19]=[CH:18][CH:17]=1, predict the reaction product. The product is: [C:16]1([S:22]([N:25]2[C:29]3=[N:30][CH:31]=[C:32]([NH:41][C:42](=[O:50])[CH2:43][C:44]4[C:45]([CH3:49])=[N:46][O:47][CH:48]=4)[C:33]([NH:34][CH:35]4[CH2:40][CH2:39][N:38]([C:13](=[O:14])[CH2:12][O:11][CH3:10])[CH2:37][CH2:36]4)=[C:28]3[CH:27]=[CH:26]2)(=[O:23])=[O:24])[CH:21]=[CH:20][CH:19]=[CH:18][CH:17]=1. (2) Given the reactants [BH-](OC(C)=O)(OC(C)=O)OC(C)=O.[Na+].O1C=CC=C1C1NC2C=CC(NCC3C=CC=C(C)C=3)=CC=2N=1.ClC1C=C(C=CC=1)CNC1C=CC2NC(C3OC=CC=3)=NC=2C=1.[F:61][C:62]1[CH:63]=[C:64]([CH:81]=[CH:82][CH:83]=1)[CH2:65][NH:66][C:67]1[CH:80]=[CH:79][C:70]2[NH:71][C:72]([C:74]3[O:75][CH:76]=[CH:77][CH:78]=3)=[N:73][C:69]=2[CH:68]=1.CC1C=C(C=CC=1)CNC1C=CC2NC(C3NC=CC=3)=NC=2C=1, predict the reaction product. The product is: [F:61][C:62]1[CH:63]=[C:64]([CH:81]=[CH:82][CH:83]=1)/[CH:65]=[N:66]/[C:67]1[CH:80]=[CH:79][C:70]2[NH:71][C:72]([C:74]3[O:75][CH:76]=[CH:77][CH:78]=3)=[N:73][C:69]=2[CH:68]=1. (3) Given the reactants [C:1]([O:5][C:6](=[O:24])[NH:7][C:8]1[CH:13]=[C:12]([N:14]2[CH2:18][CH2:17][CH2:16][CH2:15]2)[C:11]([C:19]([F:22])([F:21])[F:20])=[CH:10][C:9]=1[NH2:23])([CH3:4])([CH3:3])[CH3:2].C([O:29][C:30](=O)[CH2:31][C:32](=[O:52])[C:33]1[CH:38]=[CH:37][CH:36]=[C:35]([C:39]2[CH:43]=[C:42]([CH2:44][O:45][CH:46]3[CH2:51][CH2:50][CH2:49][CH2:48][O:47]3)[O:41][N:40]=2)[CH:34]=1)(C)(C)C, predict the reaction product. The product is: [C:1]([O:5][C:6](=[O:24])[NH:7][C:8]1[CH:13]=[C:12]([N:14]2[CH2:18][CH2:17][CH2:16][CH2:15]2)[C:11]([C:19]([F:21])([F:22])[F:20])=[CH:10][C:9]=1[NH:23][C:30](=[O:29])[CH2:31][C:32](=[O:52])[C:33]1[CH:38]=[CH:37][CH:36]=[C:35]([C:39]2[CH:43]=[C:42]([CH2:44][O:45][CH:46]3[CH2:51][CH2:50][CH2:49][CH2:48][O:47]3)[O:41][N:40]=2)[CH:34]=1)([CH3:4])([CH3:2])[CH3:3]. (4) Given the reactants Cl[C:2]1[C:3]([NH2:9])=[N:4][CH:5]=[N:6][C:7]=1Cl.[NH2:10][C@@H:11]1[CH2:16][CH2:15][CH2:14][N:13](C(OC(C)(C)C)=O)[CH2:12]1.[O:24]([C:31]1[CH:36]=[CH:35][C:34](B(O)O)=[CH:33][CH:32]=1)[C:25]1[CH:30]=[CH:29][CH:28]=[CH:27][CH:26]=1.[F:40][C:41]1[C:46]([F:47])=[C:45]([F:48])[C:44]([F:49])=[C:43]([F:50])[C:42]=1[S:51](Cl)(=[O:53])=[O:52], predict the reaction product. The product is: [F:50][C:43]1[C:44]([F:49])=[C:45]([F:48])[C:46]([F:47])=[C:41]([F:40])[C:42]=1[S:51]([N:13]1[CH2:14][CH2:15][CH2:16][C@@H:11]([NH:10][C:7]2[C:2]([C:28]3[CH:29]=[CH:30][C:25]([O:24][C:31]4[CH:36]=[CH:35][CH:34]=[CH:33][CH:32]=4)=[CH:26][CH:27]=3)=[C:3]([NH2:9])[N:4]=[CH:5][N:6]=2)[CH2:12]1)(=[O:53])=[O:52]. (5) Given the reactants C(S(N1CCC2(C(=O)NCC2)CC1)(=O)=O)C(C)C.[CH2:19]([S:23]([N:26]1[CH2:48][CH2:47][C:29]2([C:33](=[O:34])[N:32]([C:35]3[CH:40]=[CH:39][C:38]([CH:41]([OH:46])[C:42](F)([F:44])[F:43])=[CH:37][CH:36]=3)[CH2:31][CH2:30]2)[CH2:28][CH2:27]1)(=[O:25])=[O:24])[CH:20]([CH3:22])[CH3:21].BrC1C=CC(C(O)C(F)F)=CC=1, predict the reaction product. The product is: [F:44][CH:42]([F:43])[CH:41]([C:38]1[CH:37]=[CH:36][C:35]([N:32]2[CH2:31][CH2:30][C:29]3([CH2:47][CH2:48][N:26]([S:23]([CH2:19][CH:20]([CH3:22])[CH3:21])(=[O:24])=[O:25])[CH2:27][CH2:28]3)[C:33]2=[O:34])=[CH:40][CH:39]=1)[OH:46].